Dataset: Forward reaction prediction with 1.9M reactions from USPTO patents (1976-2016). Task: Predict the product of the given reaction. (1) Given the reactants [Cl:1][C:2]1[CH:7]=[CH:6][C:5]([C:8]2[CH:9]=[C:10]3[CH:25]([CH2:26][C:27]([O:29]CC)=[O:28])[CH2:24][C:23]([CH3:33])([CH3:32])[O:22][C:11]3=[N:12][C:13]=2[C:14]2[CH:19]=[CH:18][C:17]([Cl:20])=[CH:16][C:15]=2[Cl:21])=[CH:4][CH:3]=1.[OH-].[K+], predict the reaction product. The product is: [Cl:1][C:2]1[CH:3]=[CH:4][C:5]([C:8]2[CH:9]=[C:10]3[CH:25]([CH2:26][C:27]([OH:29])=[O:28])[CH2:24][C:23]([CH3:33])([CH3:32])[O:22][C:11]3=[N:12][C:13]=2[C:14]2[CH:19]=[CH:18][C:17]([Cl:20])=[CH:16][C:15]=2[Cl:21])=[CH:6][CH:7]=1. (2) The product is: [Br:8][C:5]1[CH:6]=[CH:7][C:2]([NH:10][NH2:11])=[N:3][CH:4]=1. Given the reactants Br[C:2]1[CH:7]=[CH:6][C:5]([Br:8])=[CH:4][N:3]=1.O.[NH2:10][NH2:11], predict the reaction product. (3) Given the reactants [CH:1]([O:4][C:5]([N:7]1[CH2:12][CH2:11][CH:10]([CH2:13][O:14][C:15]2[CH:20]=[CH:19][C:18]([C:21]3[CH:26]=[CH:25][C:24]([CH2:27][C@H:28]([NH:33][C:34]([O:36][C:37]([CH3:40])([CH3:39])[CH3:38])=[O:35])[C:29]([O:31]C)=[O:30])=[CH:23][CH:22]=3)=[CH:17][CH:16]=2)[CH2:9][CH2:8]1)=[O:6])([CH3:3])[CH3:2].O.O.[OH-].[Li+], predict the reaction product. The product is: [CH:1]([O:4][C:5]([N:7]1[CH2:12][CH2:11][CH:10]([CH2:13][O:14][C:15]2[CH:20]=[CH:19][C:18]([C:21]3[CH:22]=[CH:23][C:24]([CH2:27][C@H:28]([NH:33][C:34]([O:36][C:37]([CH3:39])([CH3:38])[CH3:40])=[O:35])[C:29]([OH:31])=[O:30])=[CH:25][CH:26]=3)=[CH:17][CH:16]=2)[CH2:9][CH2:8]1)=[O:6])([CH3:3])[CH3:2]. (4) Given the reactants [F:1][C:2]1[CH:3]=[C:4]2[C:8](=[CH:9][CH:10]=1)[NH:7][C:6](=[O:11])[CH2:5]2.[NH:12]1[C:20]2[C:15](=[CH:16][CH:17]=[C:18]([CH:21]=O)[CH:19]=2)[CH:14]=[N:13]1.N1CCCCC1, predict the reaction product. The product is: [NH:12]1[C:20]2[C:15](=[CH:16][CH:17]=[C:18](/[CH:21]=[C:5]3/[C:6](=[O:11])[NH:7][C:8]4[C:4]/3=[CH:3][C:2]([F:1])=[CH:10][CH:9]=4)[CH:19]=2)[CH:14]=[N:13]1. (5) Given the reactants [CH3:1][C:2]1([CH3:17])[C:11]2[C:6](=[CH:7][C:8]([C:12]([F:15])([F:14])[F:13])=[CH:9][CH:10]=2)[C:5](=[O:16])[NH:4][CH2:3]1.Br[C:19]1[CH:20]=[N:21][CH:22]=[CH:23][C:24]=1[CH3:25].P([O-])([O-])([O-])=O.[K+].[K+].[K+], predict the reaction product. The product is: [CH3:1][C:2]1([CH3:17])[C:11]2[C:6](=[CH:7][C:8]([C:12]([F:15])([F:13])[F:14])=[CH:9][CH:10]=2)[C:5](=[O:16])[N:4]([C:19]2[CH:20]=[N:21][CH:22]=[CH:23][C:24]=2[CH3:25])[CH2:3]1.